Predict which catalyst facilitates the given reaction. From a dataset of Catalyst prediction with 721,799 reactions and 888 catalyst types from USPTO. (1) Product: [C:1]1([C:7]2[N:11]([S:41]([C:38]3[N:39]=[N:40][CH:35]=[CH:36][CH:37]=3)(=[O:43])=[O:42])[CH:10]=[C:9]([C:12]([O:14][CH2:15][CH3:16])=[O:13])[CH:8]=2)[CH:2]=[CH:3][CH:4]=[CH:5][CH:6]=1. Reactant: [C:1]1([C:7]2[NH:11][CH:10]=[C:9]([C:12]([O:14][CH2:15][CH3:16])=[O:13])[CH:8]=2)[CH:6]=[CH:5][CH:4]=[CH:3][CH:2]=1.[H-].[Na+].C1OCCOCCOCCOCCOC1.Cl[C:35]1[N:40]=[N:39][C:38]([S:41](F)(=[O:43])=[O:42])=[CH:37][CH:36]=1.NN.C(=O)([O-])O.[Na+]. The catalyst class is: 7. (2) Reactant: [C:1]([O:5][C:6]([NH:8][CH2:9][C@H:10]1[CH2:15][CH2:14][C@H:13]([C:16]([NH:18][C@H:19]([C:39](=[O:52])[NH:40][C:41]2[CH:46]=[CH:45][C:44]([C:47]3[N:48]=[N:49][NH:50][N:51]=3)=[CH:43][CH:42]=2)[CH2:20][C:21]2[CH:26]=[CH:25][C:24]([C:27]3[CH:32]=[CH:31][CH:30]=[C:29]([C:33]([O:35]CC)=[O:34])[C:28]=3[F:38])=[CH:23][CH:22]=2)=[O:17])[CH2:12][CH2:11]1)=[O:7])([CH3:4])([CH3:3])[CH3:2].O.[OH-].[Li+].Cl. Product: [C:1]([O:5][C:6]([NH:8][CH2:9][C@H:10]1[CH2:15][CH2:14][C@H:13]([C:16]([NH:18][C@H:19]([C:39](=[O:52])[NH:40][C:41]2[CH:46]=[CH:45][C:44]([C:47]3[N:48]=[N:49][NH:50][N:51]=3)=[CH:43][CH:42]=2)[CH2:20][C:21]2[CH:26]=[CH:25][C:24]([C:27]3[CH:32]=[CH:31][CH:30]=[C:29]([C:33]([OH:35])=[O:34])[C:28]=3[F:38])=[CH:23][CH:22]=2)=[O:17])[CH2:12][CH2:11]1)=[O:7])([CH3:4])([CH3:2])[CH3:3]. The catalyst class is: 30.